From a dataset of Forward reaction prediction with 1.9M reactions from USPTO patents (1976-2016). Predict the product of the given reaction. (1) Given the reactants [NH:1]1[CH2:5][CH2:4][CH:3]([OH:6])[CH2:2]1.[CH3:7][O:8][C:9]1[CH:10]=[C:11]([CH:14]=[CH:15][CH:16]=1)[CH:12]=O.II.[BH4-].[Na+], predict the reaction product. The product is: [CH3:7][O:8][C:9]1[CH:10]=[C:11]([CH:14]=[CH:15][CH:16]=1)[CH2:12][N:1]1[CH2:5][CH2:4][CH:3]([OH:6])[CH2:2]1. (2) Given the reactants C([O:4][C@@H:5]1[C@:9]([CH:18]=[CH2:19])([O:10][CH2:11][C:12]2[CH:17]=[CH:16][CH:15]=[CH:14][CH:13]=2)[C@@H:8]([CH2:20][O:21][CH2:22][C:23]2[CH:28]=[CH:27][CH:26]=[CH:25][CH:24]=2)[O:7][C@H:6]1[N:29]1[CH:37]=[C:35]([CH3:36])[C:33](=[O:34])[NH:32][C:30]1=[O:31])(=O)C.C[O-].[Na+].Cl, predict the reaction product. The product is: [CH2:11]([O:10][C@:9]1([CH:18]=[CH2:19])[C@@H:8]([CH2:20][O:21][CH2:22][C:23]2[CH:28]=[CH:27][CH:26]=[CH:25][CH:24]=2)[O:7][C@@H:6]([N:29]2[CH:37]=[C:35]([CH3:36])[C:33](=[O:34])[NH:32][C:30]2=[O:31])[C@@H:5]1[OH:4])[C:12]1[CH:13]=[CH:14][CH:15]=[CH:16][CH:17]=1. (3) Given the reactants [CH3:1][O:2][C:3](=[O:27])[CH:4]([N:24]=[C:25]=[S:26])[CH2:5][O:6][Si:7]([C:20]([CH3:23])([CH3:22])[CH3:21])([C:14]1[CH:19]=[CH:18][CH:17]=[CH:16][CH:15]=1)[C:8]1[CH:13]=[CH:12][CH:11]=[CH:10][CH:9]=1.[OH:28][CH:29]1[CH2:32][NH:31][CH2:30]1, predict the reaction product. The product is: [CH3:1][O:2][C:3](=[O:27])[C@@H:4]([NH:24][C:25]([N:31]1[CH2:32][CH:29]([OH:28])[CH2:30]1)=[S:26])[CH2:5][O:6][Si:7]([C:20]([CH3:23])([CH3:21])[CH3:22])([C:8]1[CH:13]=[CH:12][CH:11]=[CH:10][CH:9]=1)[C:14]1[CH:19]=[CH:18][CH:17]=[CH:16][CH:15]=1. (4) Given the reactants [F:1][C:2]1[CH:3]=[C:4]([CH:12]=[C:13]([N+:15]([O-])=O)[CH:14]=1)[O:5][C:6]1[CH:7]=[N:8][CH:9]=[CH:10][CH:11]=1, predict the reaction product. The product is: [F:1][C:2]1[CH:14]=[C:13]([CH:12]=[C:4]([O:5][C:6]2[CH:7]=[N:8][CH:9]=[CH:10][CH:11]=2)[CH:3]=1)[NH2:15]. (5) Given the reactants CCN(C(C)C)C(C)C.[CH2:10]([O:12][C:13]([C:15]1[C:16]([CH3:23])=[N:17][C:18](O)=[N:19][C:20]=1[CH3:21])=[O:14])[CH3:11].O=P(Cl)(Cl)[Cl:26], predict the reaction product. The product is: [CH2:10]([O:12][C:13]([C:15]1[C:16]([CH3:23])=[N:17][C:18]([Cl:26])=[N:19][C:20]=1[CH3:21])=[O:14])[CH3:11]. (6) Given the reactants F[C:2]1[CH:31]=[CH:30][C:5]([C:6]([NH:8][C:9]2[S:13][C:12]([NH:14][C:15]3[CH:24]=[CH:23][C:22]4[C:17](=[CH:18][CH:19]=[CH:20][CH:21]=4)[CH:16]=3)=[N:11][C:10]=2[C:25](OCC)=[O:26])=[O:7])=[CH:4][CH:3]=1.[NH2:32][CH2:33][CH2:34][OH:35], predict the reaction product. The product is: [OH:35][CH2:34][CH2:33][NH:32][C:25]([C:10]1[N:11]=[C:12]([NH:14][C:15]2[CH:24]=[CH:23][C:22]3[C:17](=[CH:18][CH:19]=[CH:20][CH:21]=3)[CH:16]=2)[S:13][C:9]=1[NH:8][C:6](=[O:7])[C:5]1[CH:30]=[CH:31][C:2]([NH:11][CH2:10][CH2:25][OH:26])=[CH:3][CH:4]=1)=[O:26]. (7) Given the reactants [F:1][C:2]1[CH:7]=[CH:6][C:5]([S:8]([NH:11][C@H:12]([CH2:28][CH2:29][OH:30])[CH2:13][N:14]2[C:18]3=[N:19][CH:20]=[CH:21][CH:22]=[C:17]3[C:16]([CH2:23][C:24]([O:26][CH3:27])=[O:25])=[CH:15]2)(=[O:10])=[O:9])=[CH:4][CH:3]=1.CC(OI1(OC(C)=O)(OC(C)=O)OC(=O)C2C=CC=CC1=2)=O, predict the reaction product. The product is: [F:1][C:2]1[CH:7]=[CH:6][C:5]([S:8]([NH:11][C@H:12]([CH2:28][CH:29]=[O:30])[CH2:13][N:14]2[C:18]3=[N:19][CH:20]=[CH:21][CH:22]=[C:17]3[C:16]([CH2:23][C:24]([O:26][CH3:27])=[O:25])=[CH:15]2)(=[O:10])=[O:9])=[CH:4][CH:3]=1.